From a dataset of CYP1A2 inhibition data for predicting drug metabolism from PubChem BioAssay. Regression/Classification. Given a drug SMILES string, predict its absorption, distribution, metabolism, or excretion properties. Task type varies by dataset: regression for continuous measurements (e.g., permeability, clearance, half-life) or binary classification for categorical outcomes (e.g., BBB penetration, CYP inhibition). Dataset: cyp1a2_veith. (1) The drug is C[N+]1(C)CCO[C@](O)(c2ccc(-c3ccc([C@]4(O)C[N+](C)(C)CCO4)cc3)cc2)C1. The result is 0 (non-inhibitor). (2) The compound is Cc1[nH]nc(N2CCCCCC2)c1[N+](=O)[O-]. The result is 1 (inhibitor). (3) The drug is CC(=O)c1c(C)[nH]c(C(=O)N2CCc3ccccc3C2)c1C. The result is 1 (inhibitor). (4) The compound is COc1cccc(OCC(=O)NN=C2c3ccccc3-c3ccccc32)c1. The result is 1 (inhibitor). (5) The result is 1 (inhibitor). The compound is O=C1NCC2=C1C(c1ccc(Br)cc1)Nc1ccccc1N2.